From a dataset of Reaction yield outcomes from USPTO patents with 853,638 reactions. Predict the reaction yield, written as a fraction of the theoretical maximum amount of product (1.0 means a 100% yield; for example, 0.34 means a 34% yield). (1) The reactants are C1(P(C2CCCCC2)C2CCCCC2)CCCCC1.Br[C:21]1[CH:29]=[CH:28][C:27]([N+:30]([O-:32])=[O:31])=[C:26]2[C:22]=1[CH2:23][N:24]([CH3:34])[C:25]2=[O:33].[B:35]1([B:35]2[O:39][C:38]([CH3:41])([CH3:40])[C:37]([CH3:43])([CH3:42])[O:36]2)[O:39][C:38]([CH3:41])([CH3:40])[C:37]([CH3:43])([CH3:42])[O:36]1.CC([O-])=O.[K+]. The catalyst is C1C=CC(/C=C/C(/C=C/C2C=CC=CC=2)=O)=CC=1.C1C=CC(/C=C/C(/C=C/C2C=CC=CC=2)=O)=CC=1.C1C=CC(/C=C/C(/C=C/C2C=CC=CC=2)=O)=CC=1.[Pd].[Pd].O1CCOCC1. The product is [CH3:34][N:24]1[CH2:23][C:22]2[C:26](=[C:27]([N+:30]([O-:32])=[O:31])[CH:28]=[CH:29][C:21]=2[B:35]2[O:39][C:38]([CH3:41])([CH3:40])[C:37]([CH3:43])([CH3:42])[O:36]2)[C:25]1=[O:33]. The yield is 0.680. (2) The reactants are [F:1][C:2]1[C:3]([I:12])=[CH:4][C:5]([CH2:10][OH:11])=[C:6]([CH2:8][OH:9])[CH:7]=1.C(N(CC)CC)C.[CH3:20][S:21](Cl)(=[O:23])=[O:22]. The catalyst is ClCCl.O. The yield is 0.670. The product is [F:1][C:2]1[C:3]([I:12])=[CH:4][C:5]([CH2:10][O:11][S:21]([CH3:20])(=[O:23])=[O:22])=[C:6]([CH2:8][O:9][S:21]([CH3:20])(=[O:23])=[O:22])[CH:7]=1. (3) The reactants are [F:1][C:2]1[CH:3]=[C:4]([CH:29]=[CH:30][CH:31]=1)[CH2:5][N:6]1[C:14]2[C:9](=[CH:10][C:11]([NH:15][C:16]3[C:25]4[C:20](=[CH:21][CH:22]=[C:23]([N+:26]([O-])=O)[CH:24]=4)[N:19]=[CH:18][N:17]=3)=[CH:12][CH:13]=2)[CH:8]=[N:7]1.Cl.[OH-].[Na+]. The catalyst is CCO.[Fe]. The product is [F:1][C:2]1[CH:3]=[C:4]([CH:29]=[CH:30][CH:31]=1)[CH2:5][N:6]1[C:14]2[C:9](=[CH:10][C:11]([NH:15][C:16]3[C:25]4[C:20](=[CH:21][CH:22]=[C:23]([NH2:26])[CH:24]=4)[N:19]=[CH:18][N:17]=3)=[CH:12][CH:13]=2)[CH:8]=[N:7]1. The yield is 0.899. (4) The reactants are [Br-].[S:2]1[CH:6]=[CH:5][N:4]=[C:3]1[Zn+].FC(F)(F)S(O[C:14]1[CH2:19][N:18]([C:20]([O:22][C:23]([CH3:26])([CH3:25])[CH3:24])=[O:21])[CH2:17][CH2:16][CH:15]=1)(=O)=O. The catalyst is O1CCCC1. The product is [S:2]1[CH:6]=[CH:5][N:4]=[C:3]1[C:16]1[CH2:17][N:18]([C:20]([O:22][C:23]([CH3:26])([CH3:25])[CH3:24])=[O:21])[CH2:19][CH2:14][CH:15]=1. The yield is 0.600. (5) The reactants are Cl[C:2]1[CH:7]=[CH:6][C:5]([OH:8])=[CH:4][CH:3]=1.[B:9]1([B:9]2[O:13][C:12]([CH3:15])([CH3:14])[C:11]([CH3:17])([CH3:16])[O:10]2)[O:13][C:12]([CH3:15])([CH3:14])[C:11]([CH3:17])([CH3:16])[O:10]1.C([O-])(=O)C.[K+].N#N. The catalyst is O1CCOCC1.C1C=CC(/C=C/C(/C=C/C2C=CC=CC=2)=O)=CC=1.C1C=CC(/C=C/C(/C=C/C2C=CC=CC=2)=O)=CC=1.C1C=CC(/C=C/C(/C=C/C2C=CC=CC=2)=O)=CC=1.[Pd].[Pd].CC(C1C=C(C(C)C)C(C2C=CC=CC=2P(C2CCCCC2)C2CCCCC2)=C(C(C)C)C=1)C. The product is [CH3:16][C:11]1([CH3:17])[C:12]([CH3:15])([CH3:14])[O:13][B:9]([C:2]2[CH:7]=[CH:6][C:5]([OH:8])=[CH:4][CH:3]=2)[O:10]1. The yield is 0.990.